This data is from NCI-60 drug combinations with 297,098 pairs across 59 cell lines. The task is: Regression. Given two drug SMILES strings and cell line genomic features, predict the synergy score measuring deviation from expected non-interaction effect. (1) Synergy scores: CSS=91.9, Synergy_ZIP=3.97, Synergy_Bliss=3.77, Synergy_Loewe=4.17, Synergy_HSA=7.58. Drug 1: C1CN1C2=NC(=NC(=N2)N3CC3)N4CC4. Drug 2: C1=CC(=C2C(=C1NCCNCCO)C(=O)C3=C(C=CC(=C3C2=O)O)O)NCCNCCO. Cell line: CCRF-CEM. (2) Drug 1: C1CN1P(=S)(N2CC2)N3CC3. Drug 2: CC=C1C(=O)NC(C(=O)OC2CC(=O)NC(C(=O)NC(CSSCCC=C2)C(=O)N1)C(C)C)C(C)C. Cell line: CCRF-CEM. Synergy scores: CSS=57.4, Synergy_ZIP=1.12, Synergy_Bliss=-0.230, Synergy_Loewe=-19.8, Synergy_HSA=-0.790.